Dataset: NCI-60 drug combinations with 297,098 pairs across 59 cell lines. Task: Regression. Given two drug SMILES strings and cell line genomic features, predict the synergy score measuring deviation from expected non-interaction effect. (1) Drug 1: CC1=CC2C(CCC3(C2CCC3(C(=O)C)OC(=O)C)C)C4(C1=CC(=O)CC4)C. Drug 2: CC1=C(C=C(C=C1)C(=O)NC2=CC(=CC(=C2)C(F)(F)F)N3C=C(N=C3)C)NC4=NC=CC(=N4)C5=CN=CC=C5. Cell line: NCI/ADR-RES. Synergy scores: CSS=0.572, Synergy_ZIP=0.429, Synergy_Bliss=1.32, Synergy_Loewe=0.126, Synergy_HSA=0.167. (2) Cell line: SF-268. Drug 2: C(CN)CNCCSP(=O)(O)O. Synergy scores: CSS=0.630, Synergy_ZIP=-2.68, Synergy_Bliss=-5.85, Synergy_Loewe=-14.2, Synergy_HSA=-7.14. Drug 1: CCC1(CC2CC(C3=C(CCN(C2)C1)C4=CC=CC=C4N3)(C5=C(C=C6C(=C5)C78CCN9C7C(C=CC9)(C(C(C8N6C=O)(C(=O)OC)O)OC(=O)C)CC)OC)C(=O)OC)O.OS(=O)(=O)O. (3) Drug 1: C1=CC(=CC=C1C#N)C(C2=CC=C(C=C2)C#N)N3C=NC=N3. Drug 2: CC1=C(C(=O)C2=C(C1=O)N3CC4C(C3(C2COC(=O)N)OC)N4)N. Cell line: NCIH23. Synergy scores: CSS=54.0, Synergy_ZIP=1.50, Synergy_Bliss=2.03, Synergy_Loewe=-0.751, Synergy_HSA=4.95. (4) Drug 1: CC1=C2C(C(=O)C3(C(CC4C(C3C(C(C2(C)C)(CC1OC(=O)C(C(C5=CC=CC=C5)NC(=O)C6=CC=CC=C6)O)O)OC(=O)C7=CC=CC=C7)(CO4)OC(=O)C)O)C)OC(=O)C. Drug 2: CC1=C(N=C(N=C1N)C(CC(=O)N)NCC(C(=O)N)N)C(=O)NC(C(C2=CN=CN2)OC3C(C(C(C(O3)CO)O)O)OC4C(C(C(C(O4)CO)O)OC(=O)N)O)C(=O)NC(C)C(C(C)C(=O)NC(C(C)O)C(=O)NCCC5=NC(=CS5)C6=NC(=CS6)C(=O)NCCC[S+](C)C)O. Cell line: KM12. Synergy scores: CSS=20.9, Synergy_ZIP=-8.62, Synergy_Bliss=-5.99, Synergy_Loewe=-4.50, Synergy_HSA=-3.04. (5) Drug 1: CC1=C2C(C(=O)C3(C(CC4C(C3C(C(C2(C)C)(CC1OC(=O)C(C(C5=CC=CC=C5)NC(=O)C6=CC=CC=C6)O)O)OC(=O)C7=CC=CC=C7)(CO4)OC(=O)C)O)C)OC(=O)C. Drug 2: C1C(C(OC1N2C=NC(=NC2=O)N)CO)O. Cell line: MDA-MB-435. Synergy scores: CSS=25.6, Synergy_ZIP=-9.70, Synergy_Bliss=-20.6, Synergy_Loewe=-43.0, Synergy_HSA=-21.1. (6) Drug 1: C1=CC(=CC=C1CCCC(=O)O)N(CCCl)CCCl. Drug 2: CN1C2=C(C=C(C=C2)N(CCCl)CCCl)N=C1CCCC(=O)O.Cl. Cell line: NCIH23. Synergy scores: CSS=43.9, Synergy_ZIP=-5.94, Synergy_Bliss=-8.11, Synergy_Loewe=-13.4, Synergy_HSA=-6.98. (7) Drug 1: CC1=C(C=C(C=C1)NC(=O)C2=CC=C(C=C2)CN3CCN(CC3)C)NC4=NC=CC(=N4)C5=CN=CC=C5. Drug 2: COC1=NC(=NC2=C1N=CN2C3C(C(C(O3)CO)O)O)N. Cell line: PC-3. Synergy scores: CSS=-1.27, Synergy_ZIP=0.842, Synergy_Bliss=0.150, Synergy_Loewe=-3.53, Synergy_HSA=-3.06. (8) Drug 1: C1=NC2=C(N1)C(=S)N=C(N2)N. Drug 2: CN(CC1=CN=C2C(=N1)C(=NC(=N2)N)N)C3=CC=C(C=C3)C(=O)NC(CCC(=O)O)C(=O)O. Cell line: A498. Synergy scores: CSS=43.8, Synergy_ZIP=-1.43, Synergy_Bliss=1.00, Synergy_Loewe=-1.87, Synergy_HSA=3.77.